From a dataset of Reaction yield outcomes from USPTO patents with 853,638 reactions. Predict the reaction yield, written as a fraction of the theoretical maximum amount of product (1.0 means a 100% yield; for example, 0.34 means a 34% yield). The reactants are [N:1]1[CH:6]=[CH:5][CH:4]=[C:3]([NH:7][C:8]([N:10]2[CH2:13][CH:12]([O:14][C:15]3[CH:20]=[CH:19][C:18](I)=[CH:17][N:16]=3)[CH2:11]2)=[O:9])[N:2]=1.[CH3:22][O:23][CH2:24][CH2:25][O:26][C:27]1[CH:28]=[C:29](B2OC(C)(C)C(C)(C)O2)[CH:30]=[CH:31][CH:32]=1. No catalyst specified. The product is [N:1]1[CH:6]=[CH:5][CH:4]=[C:3]([NH:7][C:8]([N:10]2[CH2:13][CH:12]([O:14][C:15]3[CH:20]=[CH:19][C:18]([C:29]4[CH:30]=[CH:31][CH:32]=[C:27]([O:26][CH2:25][CH2:24][O:23][CH3:22])[CH:28]=4)=[CH:17][N:16]=3)[CH2:11]2)=[O:9])[N:2]=1. The yield is 0.250.